This data is from Full USPTO retrosynthesis dataset with 1.9M reactions from patents (1976-2016). The task is: Predict the reactants needed to synthesize the given product. (1) Given the product [N+:17]([C:13]1[CH:12]=[C:11]2[C:16](=[CH:15][CH:14]=1)[NH:8][N:9]=[C:10]2[CH2:20][N:26]1[C:22](=[O:32])[C:23]2[C:24](=[CH:28][CH:29]=[CH:30][CH:31]=2)[C:25]1=[O:27])([O-:19])=[O:18], predict the reactants needed to synthesize it. The reactants are: C(OC([N:8]1[C:16]2[C:11](=[CH:12][C:13]([N+:17]([O-:19])=[O:18])=[CH:14][CH:15]=2)[C:10]([CH2:20]Br)=[N:9]1)=O)(C)(C)C.[C:22]1(=[O:32])[NH:26][C:25](=[O:27])[C:24]2=[CH:28][CH:29]=[CH:30][CH:31]=[C:23]12.[K].CCOC(C)=O.CCCCCC. (2) Given the product [OH:12][C@H:4]1[CH2:8][C@@H:7]([CH3:26])[N:6]([C:14]2[CH:21]=[CH:20][C:17]([C:18]#[N:19])=[C:16]([C:22]([F:25])([F:24])[F:23])[CH:15]=2)[C@H:5]1[CH3:9], predict the reactants needed to synthesize it. The reactants are: C1([C@:4]2([OH:12])[CH2:8][CH2:7][NH:6][C@H:5]2[CH:9](C)C)CC1.F[C:14]1[CH:21]=[CH:20][C:17]([C:18]#[N:19])=[C:16]([C:22]([F:25])([F:24])[F:23])[CH:15]=1.[C:26](=O)([O-])[O-].[Li+].[Li+].